This data is from Retrosynthesis with 50K atom-mapped reactions and 10 reaction types from USPTO. The task is: Predict the reactants needed to synthesize the given product. Given the product COc1ccc(-c2c(OCCOc3ncc(Br)cn3)nn(C)c2NS(=O)(=O)c2ccc(C(C)(C)C)cc2)cc1, predict the reactants needed to synthesize it. The reactants are: COc1ccc(-c2c(OCCO)nn(C)c2NS(=O)(=O)c2ccc(C(C)(C)C)cc2)cc1.Clc1ncc(Br)cn1.